This data is from Full USPTO retrosynthesis dataset with 1.9M reactions from patents (1976-2016). The task is: Predict the reactants needed to synthesize the given product. (1) Given the product [F:38][C:25]1([CH2:24][NH:23][C:21]2[C:20]([C:39]3[CH:44]=[CH:43][C:42]([O:45][CH3:46])=[CH:41][CH:40]=3)=[CH:19][N:18]=[C:17]([NH:16][C:13]3[N:14]=[CH:15][C:10]([C:8]#[N:9])=[N:11][CH:12]=3)[CH:22]=2)[CH2:30][CH2:29][NH:28][CH2:27][CH2:26]1, predict the reactants needed to synthesize it. The reactants are: FC(F)(F)C(O)=O.[C:8]([C:10]1[N:11]=[CH:12][C:13]([NH:16][C:17]2[CH:22]=[C:21]([NH:23][CH2:24][C:25]3([F:38])[CH2:30][CH2:29][N:28](C(OC(C)(C)C)=O)[CH2:27][CH2:26]3)[C:20]([C:39]3[CH:44]=[CH:43][C:42]([O:45][CH3:46])=[CH:41][CH:40]=3)=[CH:19][N:18]=2)=[N:14][CH:15]=1)#[N:9]. (2) Given the product [O:1]1[CH2:2][CH2:3][N:4]([C:7]2[N:12]=[CH:11][C:10](/[CH:13]=[CH:14]/[C:15]([NH:52][C:53]3[CH:58]=[C:57]([C:59]4[S:60][CH:61]=[CH:62][CH:63]=4)[CH:56]=[CH:55][C:54]=3[NH:64][C:65](=[O:71])[O:66][C:67]([CH3:69])([CH3:68])[CH3:70])=[O:17])=[CH:9][CH:8]=2)[CH2:5][CH2:6]1, predict the reactants needed to synthesize it. The reactants are: [O:1]1[CH2:6][CH2:5][N:4]([C:7]2[N:12]=[CH:11][C:10](/[CH:13]=[CH:14]/[C:15]([OH:17])=O)=[CH:9][CH:8]=2)[CH2:3][CH2:2]1.C(N(CC)CC)C.CN([P+](ON1N=NC2C=CC=CC1=2)(N(C)C)N(C)C)C.F[P-](F)(F)(F)(F)F.[NH2:52][C:53]1[CH:58]=[C:57]([C:59]2[S:60][CH:61]=[CH:62][CH:63]=2)[CH:56]=[CH:55][C:54]=1[NH:64][C:65](=[O:71])[O:66][C:67]([CH3:70])([CH3:69])[CH3:68]. (3) Given the product [C:1]([O:5][C:6]([N:8]1[CH2:13][CH2:12][C@H:11]([C:14]2[CH:35]=[CH:34][C:17]3[C:18]4[N:22]([CH2:23][CH2:24][O:25][C:16]=3[CH:15]=2)[CH:21]=[C:20]([C:26]2[N:27]([CH:31]([CH3:32])[CH3:33])[N:28]=[CH:29][N:30]=2)[N:19]=4)[C@H:10]([OH:36])[CH2:9]1)=[O:7])([CH3:2])([CH3:4])[CH3:3], predict the reactants needed to synthesize it. The reactants are: [C:1]([O:5][C:6]([N:8]1[CH2:13][CH2:12][CH:11]([C:14]2[CH:35]=[CH:34][C:17]3[C:18]4[N:22]([CH2:23][CH2:24][O:25][C:16]=3[CH:15]=2)[CH:21]=[C:20]([C:26]2[N:27]([CH:31]([CH3:33])[CH3:32])[N:28]=[CH:29][N:30]=2)[N:19]=4)[C:10](=[O:36])[CH2:9]1)=[O:7])([CH3:4])([CH3:3])[CH3:2].C([BH-](C(CC)C)C(CC)C)(CC)C.[Li+].C(=O)(O)[O-].[Na+]. (4) Given the product [F:1][C:2]1[CH:7]=[CH:6][C:5]([S:8]([N:11]2[CH2:16][CH2:15][O:14][C:13]3[N:17]=[CH:18][C:19]([C:21]4[O:22][N:32]=[C:26]([C:27]([O:29][CH2:30][CH3:31])=[O:28])[N:25]=4)=[CH:20][C:12]2=3)(=[O:10])=[O:9])=[CH:4][CH:3]=1, predict the reactants needed to synthesize it. The reactants are: [F:1][C:2]1[CH:7]=[CH:6][C:5]([S:8]([N:11]2[CH2:16][CH2:15][O:14][C:13]3[N:17]=[CH:18][C:19]([C:21](Cl)=[O:22])=[CH:20][C:12]2=3)(=[O:10])=[O:9])=[CH:4][CH:3]=1.O[NH:25][C:26](=[NH:32])[C:27]([O:29][CH2:30][CH3:31])=[O:28].CCN(C(C)C)C(C)C.CCCC[N+](CCCC)(CCCC)CCCC.[F-]. (5) Given the product [C:18]([O:22][C:23](=[O:26])[CH2:24][N:13]1[C:14]2[C:10](=[CH:9][CH:8]=[C:7]([O:6][Si:5]([C:1]([CH3:4])([CH3:3])[CH3:2])([CH3:17])[CH3:16])[CH:15]=2)[CH:11]=[CH:12]1)([CH3:21])([CH3:20])[CH3:19], predict the reactants needed to synthesize it. The reactants are: [C:1]([Si:5]([CH3:17])([CH3:16])[O:6][C:7]1[CH:15]=[C:14]2[C:10]([CH:11]=[CH:12][NH:13]2)=[CH:9][CH:8]=1)([CH3:4])([CH3:3])[CH3:2].[C:18]([O:22][C:23](=[O:26])[CH2:24]Br)([CH3:21])([CH3:20])[CH3:19].[H-].[Na+]. (6) Given the product [CH2:50]([O:57][C:58](=[O:72])[C:59]([O:20][C:21]1[CH:43]=[CH:42][C:24]2[C:25]3[N:29]([CH2:30][CH2:31][O:32][C:23]=2[CH:22]=1)[CH:28]=[C:27]([C:33]1[N:34]([CH:39]([CH3:41])[CH3:40])[N:35]=[C:36]([CH3:38])[N:37]=1)[N:26]=3)([CH3:70])[CH2:60][CH2:61][O:62][CH2:63][C:64]1[CH:69]=[CH:68][CH:67]=[CH:66][CH:65]=1)[C:51]1[CH:52]=[CH:53][CH:54]=[CH:55][CH:56]=1, predict the reactants needed to synthesize it. The reactants are: C(OC(N1CCC(C([O:20][C:21]2[CH:43]=[CH:42][C:24]3[C:25]4[N:29]([CH2:30][CH2:31][O:32][C:23]=3[CH:22]=2)[CH:28]=[C:27]([C:33]2[N:34]([CH:39]([CH3:41])[CH3:40])[N:35]=[C:36]([CH3:38])[N:37]=2)[N:26]=4)CC)CC1)=O)C1C=CC=CC=1.C([O-])([O-])=O.[Cs+].[Cs+].[CH2:50]([O:57][C:58](=[O:72])[C:59](Br)([CH3:70])[CH2:60][CH2:61][O:62][CH2:63][C:64]1[CH:69]=[CH:68][CH:67]=[CH:66][CH:65]=1)[C:51]1[CH:56]=[CH:55][CH:54]=[CH:53][CH:52]=1.